From a dataset of Full USPTO retrosynthesis dataset with 1.9M reactions from patents (1976-2016). Predict the reactants needed to synthesize the given product. The reactants are: I[CH:2]1[CH2:6][CH2:5][N:4]([C:7]([O:9][C:10]([CH3:13])([CH3:12])[CH3:11])=[O:8])[CH2:3]1.[Br:14][C:15]1[C:20]([F:21])=[CH:19][C:18]([N:22]2[C:31]3[C:26](=[CH:27][C:28]([S:32]([N:35]([C:45]4[CH:49]=[CH:48][O:47][N:46]=4)[CH2:36][C:37]4[CH:42]=[CH:41][C:40]([O:43][CH3:44])=[CH:39][CH:38]=4)(=[O:34])=[O:33])=[CH:29][CH:30]=3)[CH:25]=[CH:24][C:23]2=[O:50])=[C:17]([OH:51])[CH:16]=1.C(=O)([O-])[O-].[Cs+].[Cs+]. Given the product [Br:14][C:15]1[C:20]([F:21])=[CH:19][C:18]([N:22]2[C:31]3[C:26](=[CH:27][C:28]([S:32](=[O:33])(=[O:34])[N:35]([C:45]4[CH:49]=[CH:48][O:47][N:46]=4)[CH2:36][C:37]4[CH:38]=[CH:39][C:40]([O:43][CH3:44])=[CH:41][CH:42]=4)=[CH:29][CH:30]=3)[CH:25]=[CH:24][C:23]2=[O:50])=[C:17]([CH:16]=1)[O:51][CH:2]1[CH2:6][CH2:5][N:4]([C:7]([O:9][C:10]([CH3:13])([CH3:12])[CH3:11])=[O:8])[CH2:3]1, predict the reactants needed to synthesize it.